Dataset: CYP1A2 inhibition data for predicting drug metabolism from PubChem BioAssay. Task: Regression/Classification. Given a drug SMILES string, predict its absorption, distribution, metabolism, or excretion properties. Task type varies by dataset: regression for continuous measurements (e.g., permeability, clearance, half-life) or binary classification for categorical outcomes (e.g., BBB penetration, CYP inhibition). Dataset: cyp1a2_veith. (1) The compound is Nc1ccc(N(c2ccccc2)c2ccc(N)cc2)cc1. The result is 1 (inhibitor). (2) The molecule is NS(=O)(=O)Cc1ccc([As](=O)(O)O)cc1. The result is 0 (non-inhibitor). (3) The drug is Cc1ccc(C)n1CCN1CCN(CC(=O)Nc2cc(C(F)(F)F)ccc2Cl)CC1. The result is 1 (inhibitor).